This data is from Catalyst prediction with 721,799 reactions and 888 catalyst types from USPTO. The task is: Predict which catalyst facilitates the given reaction. (1) Reactant: [OH:1][CH2:2][CH2:3][CH2:4][NH2:5].C(N(CC)CC)C.[N+:13]([C:16]1[CH:21]=[CH:20][C:19]([CH2:22][C:23](Cl)=[O:24])=[CH:18][CH:17]=1)([O-:15])=[O:14].O. Product: [OH:1][CH2:2][CH2:3][CH2:4][NH:5][C:23](=[O:24])[CH2:22][C:19]1[CH:18]=[CH:17][C:16]([N+:13]([O-:15])=[O:14])=[CH:21][CH:20]=1. The catalyst class is: 2. (2) Reactant: C[O:2][C:3]([CH:5]1[CH:9]([C:10]2[CH:15]=[CH:14][C:13]([F:16])=[CH:12][CH:11]=2)[CH2:8][N:7]([C:17]([O:19][C:20]([CH3:23])([CH3:22])[CH3:21])=[O:18])[CH2:6]1)=[O:4].Cl.[OH-].[Na+].C(OC(OC(C)(C)C)=O)(OC(C)(C)C)=O. Product: [C:20]([O:19][C:17]([N:7]1[CH2:8][CH:9]([C:10]2[CH:11]=[CH:12][C:13]([F:16])=[CH:14][CH:15]=2)[CH:5]([C:3]([OH:4])=[O:2])[CH2:6]1)=[O:18])([CH3:23])([CH3:21])[CH3:22]. The catalyst class is: 12. (3) Reactant: C([Li])(C)(C)C.CCCCC.CN(C)CCN(C)C.Br[C:20]1[C:28]2[O:27][C:26]([CH3:30])([CH3:29])[CH2:25][C:24]=2[CH:23]=[C:22]([CH:31]=[C:32]([CH3:34])[CH3:33])[CH:21]=1.[CH2:35]([S:37]SCC)[CH3:36]. Product: [CH2:35]([S:37][C:20]1[C:28]2[O:27][C:26]([CH3:30])([CH3:29])[CH2:25][C:24]=2[CH:23]=[C:22]([CH:31]=[C:32]([CH3:34])[CH3:33])[CH:21]=1)[CH3:36]. The catalyst class is: 30. (4) Reactant: [C:9](O[C:9]([O:11][C:12]([CH3:15])([CH3:14])[CH3:13])=[O:10])([O:11][C:12]([CH3:15])([CH3:14])[CH3:13])=[O:10].[CH:16]([CH:29]1[N:34]2[CH2:35][C@H:36]([O:38][Si:39]([C:42]([CH3:45])([CH3:44])[CH3:43])([CH3:41])[CH3:40])[CH2:37][C@H:33]2[CH2:32][NH:31][CH2:30]1)([C:23]1[CH:28]=[CH:27][CH:26]=[CH:25][CH:24]=1)[C:17]1[CH:22]=[CH:21][CH:20]=[CH:19][CH:18]=1.C(N(CC)CC)C. Product: [CH:16]([CH:29]1[N:34]2[CH2:35][C@H:36]([O:38][Si:39]([C:42]([CH3:45])([CH3:44])[CH3:43])([CH3:41])[CH3:40])[CH2:37][C@H:33]2[CH2:32][N:31]([C:9]([O:11][C:12]([CH3:13])([CH3:14])[CH3:15])=[O:10])[CH2:30]1)([C:23]1[CH:24]=[CH:25][CH:26]=[CH:27][CH:28]=1)[C:17]1[CH:22]=[CH:21][CH:20]=[CH:19][CH:18]=1. The catalyst class is: 4. (5) Reactant: [CH3:1][O:2][C:3](=[O:12])[C:4]1[CH:9]=[C:8]([NH2:10])[CH:7]=[CH:6][C:5]=1Br.[C:13]([Cu])#[N:14].O.N. Product: [CH3:1][O:2][C:3](=[O:12])[C:4]1[CH:9]=[C:8]([NH2:10])[CH:7]=[CH:6][C:5]=1[C:13]#[N:14]. The catalyst class is: 3. (6) Reactant: [Cl:1][C:2]1[CH:11]=[CH:10][C:9]2[C:4](=[CH:5][CH:6]=[C:7](Br)[CH:8]=2)[CH:3]=1.B1(B2OC(C)(C)C(C)(C)O2)OC(C)(C)C(C)(C)O1.ClCCl.C([O-])(=O)C.[K+].Br[C:40]1[C:48]2[C:43](=[CH:44][CH:45]=[C:46]([C:49]#[N:50])[CH:47]=2)[N:42]([CH:51]2[CH2:56][CH2:55][CH2:54][CH2:53][O:52]2)[N:41]=1.P([O-])([O-])([O-])=O.[K+].[K+].[K+]. Product: [Cl:1][C:2]1[CH:3]=[C:4]2[C:9](=[CH:10][CH:11]=1)[CH:8]=[C:7]([C:40]1[C:48]3[C:43](=[CH:44][CH:45]=[C:46]([C:49]#[N:50])[CH:47]=3)[N:42]([CH:51]3[CH2:56][CH2:55][CH2:54][CH2:53][O:52]3)[N:41]=1)[CH:6]=[CH:5]2. The catalyst class is: 3. (7) Reactant: Br[C:2]1[C:3]([N:9]2[CH2:14][CH2:13][CH:12]([C:15]([NH2:17])=[O:16])[CH2:11][CH2:10]2)=[N:4][C:5]([Cl:8])=[N:6][CH:7]=1.[C:18]1(B(O)O)[CH:23]=[CH:22][CH:21]=[CH:20][CH:19]=1.C(=O)([O-])[O-].[Na+].[Na+]. Product: [Cl:8][C:5]1[N:4]=[C:3]([N:9]2[CH2:14][CH2:13][CH:12]([C:15]([NH2:17])=[O:16])[CH2:11][CH2:10]2)[C:2]([C:18]2[CH:23]=[CH:22][CH:21]=[CH:20][CH:19]=2)=[CH:7][N:6]=1. The catalyst class is: 104. (8) Reactant: [NH2:1][C:2]1[N:6]([C:7]2[CH:8]=[C:9]([CH:13]=[CH:14][C:15]=2[CH3:16])[C:10](O)=[O:11])[N:5]=[CH:4][C:3]=1[C:17](=[O:26])[C:18]1[CH:23]=[CH:22][CH:21]=[C:20]([O:24][CH3:25])[CH:19]=1.C[CH2:28][N:29]=C=NCCCN(C)C.C1C=CC2N(O)N=NC=2C=1.C(N(C(C)C)CC)(C)C.Cl.CN. Product: [NH2:1][C:2]1[N:6]([C:7]2[CH:8]=[C:9]([CH:13]=[CH:14][C:15]=2[CH3:16])[C:10]([NH:29][CH3:28])=[O:11])[N:5]=[CH:4][C:3]=1[C:17](=[O:26])[C:18]1[CH:23]=[CH:22][CH:21]=[C:20]([O:24][CH3:25])[CH:19]=1. The catalyst class is: 31. (9) Reactant: [CH:1]1[C:9]2[C:8]3[CH:10]=[CH:11][CH:12]=[CH:13][C:7]=3[S:6][C:5]=2[C:4]([N:14]([C:22]2[C:27]3[S:28][C:29]4[CH:34]=[CH:33][CH:32]=[CH:31][C:30]=4[C:26]=3[CH:25]=[CH:24][CH:23]=2)[C:15]2[CH:20]=[CH:19][C:18]([OH:21])=[CH:17][CH:16]=2)=[CH:3][CH:2]=1.N1C=CC=CC=1.[S:41](O[S:41]([C:44]([F:47])([F:46])[F:45])(=[O:43])=[O:42])([C:44]([F:47])([F:46])[F:45])(=[O:43])=[O:42]. Product: [F:45][C:44]([F:47])([F:46])[S:41]([O:21][C:18]1[CH:19]=[CH:20][C:15]([N:14]([C:22]2[C:27]3[S:28][C:29]4[CH:34]=[CH:33][CH:32]=[CH:31][C:30]=4[C:26]=3[CH:25]=[CH:24][CH:23]=2)[C:4]2[C:5]3[S:6][C:7]4[CH:13]=[CH:12][CH:11]=[CH:10][C:8]=4[C:9]=3[CH:1]=[CH:2][CH:3]=2)=[CH:16][CH:17]=1)(=[O:43])=[O:42]. The catalyst class is: 4. (10) Reactant: [F:1][C:2]1[CH:7]=[CH:6][C:5]([C:8]2[N:9]([CH2:31][CH2:32][C@@H:33]([OH:45])[CH2:34][C@@H:35]([OH:44])[CH2:36][C:37]([O:39]C(C)(C)C)=[O:38])[C:10]([CH:28]([CH3:30])[CH3:29])=[C:11]([C:19](=[O:27])[NH:20][C:21]3[CH:26]=[CH:25][CH:24]=[CH:23][CH:22]=3)[C:12]=2[C:13]2[CH:18]=[CH:17][CH:16]=[CH:15][CH:14]=2)=[CH:4][CH:3]=1.[OH-].[K+].CO.O.Cl.CC(O)C. Product: [F:1][C:2]1[CH:7]=[CH:6][C:5]([C:8]2[N:9]([CH2:31][CH2:32][C@@H:33]([OH:45])[CH2:34][C@@H:35]([OH:44])[CH2:36][C:37]([OH:39])=[O:38])[C:10]([CH:28]([CH3:30])[CH3:29])=[C:11]([C:19](=[O:27])[NH:20][C:21]3[CH:26]=[CH:25][CH:24]=[CH:23][CH:22]=3)[C:12]=2[C:13]2[CH:18]=[CH:17][CH:16]=[CH:15][CH:14]=2)=[CH:4][CH:3]=1. The catalyst class is: 11.